Dataset: Full USPTO retrosynthesis dataset with 1.9M reactions from patents (1976-2016). Task: Predict the reactants needed to synthesize the given product. (1) Given the product [NH2:2][C:1]([C:3]1[CH:4]=[C:5]([N:13]2[CH2:14][CH2:15][N:16]([CH2:19][CH2:20][C@H:21]3[CH2:26][CH2:25][C@H:24]([NH:27][S:28]([C:31]4[CH:32]=[N:33][CH:34]=[CH:35][CH:36]=4)(=[O:30])=[O:29])[CH2:23][CH2:22]3)[CH2:17][CH2:18]2)[CH:6]=[C:7]([C:9]([F:10])([F:11])[F:12])[CH:8]=1)=[O:38], predict the reactants needed to synthesize it. The reactants are: [C:1]([C:3]1[CH:4]=[C:5]([N:13]2[CH2:18][CH2:17][N:16]([CH2:19][CH2:20][C@H:21]3[CH2:26][CH2:25][C@H:24]([NH:27][S:28]([C:31]4[CH:32]=[N:33][CH:34]=[CH:35][CH:36]=4)(=[O:30])=[O:29])[CH2:23][CH2:22]3)[CH2:15][CH2:14]2)[CH:6]=[C:7]([C:9]([F:12])([F:11])[F:10])[CH:8]=1)#[N:2].C([O-])([O-])=[O:38].[K+].[K+].OO.O. (2) Given the product [C:29]([C:26]1[CH:25]=[CH:24][C:23]([S:20]([N:7]2[C:6]3[CH:33]=[C:2]([C:38]4[CH:37]=[N:36][N:35]([CH3:34])[CH:39]=4)[CH:3]=[CH:4][C:5]=3[NH:11][C:10]3[N:12]=[C:13]([C:16]([F:19])([F:17])[F:18])[CH:14]=[CH:15][C:9]=3[CH2:8]2)(=[O:22])=[O:21])=[CH:28][CH:27]=1)([CH3:30])([CH3:32])[CH3:31], predict the reactants needed to synthesize it. The reactants are: Br[C:2]1[CH:3]=[CH:4][C:5]2[NH:11][C:10]3[N:12]=[C:13]([C:16]([F:19])([F:18])[F:17])[CH:14]=[CH:15][C:9]=3[CH2:8][N:7]([S:20]([C:23]3[CH:28]=[CH:27][C:26]([C:29]([CH3:32])([CH3:31])[CH3:30])=[CH:25][CH:24]=3)(=[O:22])=[O:21])[C:6]=2[CH:33]=1.[CH3:34][N:35]1[CH:39]=[C:38](B2OC(C)(C)C(C)(C)O2)[CH:37]=[N:36]1.C(=O)([O-])[O-].[K+].[K+].CS(C)=O. (3) Given the product [CH2:16]([C:4]1[C:5]([NH:10][CH:11]([CH2:14][CH3:15])[CH2:12][CH3:13])=[N:6][C:7]([CH2:8][CH3:9])=[C:2]([C:21]2[CH:22]=[C:23]3[C:27](=[CH:28][C:20]=2[O:19][CH3:18])[CH2:26][CH2:25][CH2:24]3)[N:3]=1)[CH3:17], predict the reactants needed to synthesize it. The reactants are: Br[C:2]1[N:3]=[C:4]([CH2:16][CH3:17])[C:5]([NH:10][CH:11]([CH2:14][CH3:15])[CH2:12][CH3:13])=[N:6][C:7]=1[CH2:8][CH3:9].[CH3:18][O:19][C:20]1[CH:28]=[C:27]2[C:23]([CH2:24][CH2:25][CH2:26]2)=[CH:22][C:21]=1B(O)O.C([O-])([O-])=O.[Na+].[Na+]. (4) Given the product [CH3:1][N:2]1[CH:6]=[C:5]([C:7]2[C:8]3[N:9]([N:13]=[C:14]([NH:16][C:17]4[CH:22]=[CH:21][C:20]([C:23]5([C:26]([NH2:27])=[O:29])[CH2:25][CH2:24]5)=[CH:19][CH:18]=4)[N:15]=3)[CH:10]=[CH:11][N:12]=2)[CH:4]=[N:3]1, predict the reactants needed to synthesize it. The reactants are: [CH3:1][N:2]1[CH:6]=[C:5]([C:7]2[C:8]3[N:9]([N:13]=[C:14]([NH:16][C:17]4[CH:22]=[CH:21][C:20]([C:23]5([C:26]#[N:27])[CH2:25][CH2:24]5)=[CH:19][CH:18]=4)[N:15]=3)[CH:10]=[CH:11][N:12]=2)[CH:4]=[N:3]1.C(=O)([O-])[O-:29].[K+].[K+].CS(C)=O. (5) Given the product [OH:33][CH2:32][CH2:31][NH:30][C:20](=[O:21])[CH2:19][C:16]1[CH:17]=[CH:18][C:13]([C@H:5]([C:6]2[CH:11]=[CH:10][CH:9]=[CH:8][C:7]=2[CH3:12])[CH2:4]/[C:3](=[N:2]\[OH:1])/[C:23]2[CH:28]=[CH:27][N:26]=[C:25]([CH3:29])[CH:24]=2)=[CH:14][CH:15]=1, predict the reactants needed to synthesize it. The reactants are: [OH:1]/[N:2]=[C:3](/[C:23]1[CH:28]=[CH:27][N:26]=[C:25]([CH3:29])[CH:24]=1)\[CH2:4][C@H:5]([C:13]1[CH:18]=[CH:17][C:16]([CH2:19][C:20](O)=[O:21])=[CH:15][CH:14]=1)[C:6]1[CH:11]=[CH:10][CH:9]=[CH:8][C:7]=1[CH3:12].[NH2:30][CH2:31][CH2:32][OH:33].F[P-](F)(F)(F)(F)F.N1(O[P+](N(C)C)(N(C)C)N(C)C)C2C=CC=CC=2N=N1. (6) Given the product [Si:6]([O:23][CH2:24][C@@H:25]1[CH2:29][CH:28]2[CH:27]([CH2:1]2)[N:26]1[C:30]([O:32][C:33]([CH3:36])([CH3:35])[CH3:34])=[O:31])([C:19]([CH3:21])([CH3:22])[CH3:20])([C:13]1[CH:18]=[CH:17][CH:16]=[CH:15][CH:14]=1)[C:7]1[CH:12]=[CH:11][CH:10]=[CH:9][CH:8]=1, predict the reactants needed to synthesize it. The reactants are: [CH2:1]([Zn]CC)C.[Si:6]([O:23][CH2:24][C@@H:25]1[CH2:29][CH:28]=[CH:27][N:26]1[C:30]([O:32][C:33]([CH3:36])([CH3:35])[CH3:34])=[O:31])([C:19]([CH3:22])([CH3:21])[CH3:20])([C:13]1[CH:18]=[CH:17][CH:16]=[CH:15][CH:14]=1)[C:7]1[CH:12]=[CH:11][CH:10]=[CH:9][CH:8]=1.ClCI.